Dataset: Forward reaction prediction with 1.9M reactions from USPTO patents (1976-2016). Task: Predict the product of the given reaction. (1) Given the reactants [C:1]([OH:12])(=O)[C:2]1[CH:10]=[CH:9][C:8]2[O:7][CH2:6][O:5][C:4]=2[CH:3]=1.[CH:13]1([NH2:23])[C:22]2[C:17](=[CH:18][CH:19]=[CH:20][CH:21]=2)[CH2:16][CH2:15][CH2:14]1, predict the reaction product. The product is: [CH:13]1([NH:23][C:1]([C:2]2[CH:10]=[CH:9][C:8]3[O:7][CH2:6][O:5][C:4]=3[CH:3]=2)=[O:12])[C:22]2[C:17](=[CH:18][CH:19]=[CH:20][CH:21]=2)[CH2:16][CH2:15][CH2:14]1. (2) The product is: [ClH:1].[Cl:1][C:2]1[CH:7]=[CH:6][CH:5]=[CH:4][C:3]=1[C:8]1[N:9]([CH2:26][CH:27]2[CH2:28][CH2:29][O:30][CH2:31][CH2:32]2)[C:10]2[C:15]([N:16]=1)=[C:14]([N:17]1[CH2:18][CH2:19][N:20]([CH2:23][CH3:24])[CH2:21][CH2:22]1)[N:13]=[C:12]([CH3:25])[N:11]=2. Given the reactants [Cl:1][C:2]1[CH:7]=[CH:6][CH:5]=[CH:4][C:3]=1[C:8]1[N:9]([CH2:26][CH:27]2[CH2:32][CH2:31][O:30][CH2:29][CH2:28]2)[C:10]2[C:15]([N:16]=1)=[C:14]([N:17]1[CH2:22][CH2:21][N:20]([CH2:23][CH3:24])[CH2:19][CH2:18]1)[N:13]=[C:12]([CH3:25])[N:11]=2.Cl, predict the reaction product. (3) Given the reactants Br[C:2]1[S:3][C:4]2[CH:10]=[C:9]([C:11]([O:13][CH2:14][CH3:15])=[O:12])[CH:8]=[CH:7][C:5]=2[N:6]=1.[C:16]([N:23]1[CH2:28][CH2:27][NH:26][CH2:25][CH2:24]1)([O:18][C:19]([CH3:22])([CH3:21])[CH3:20])=[O:17].C(=O)([O-])[O-].[K+].[K+].C(#N)C, predict the reaction product. The product is: [C:19]([O:18][C:16]([N:23]1[CH2:28][CH2:27][N:26]([C:2]2[S:3][C:4]3[CH:10]=[C:9]([C:11]([O:13][CH2:14][CH3:15])=[O:12])[CH:8]=[CH:7][C:5]=3[N:6]=2)[CH2:25][CH2:24]1)=[O:17])([CH3:22])([CH3:20])[CH3:21]. (4) Given the reactants [CH2:1]([CH:3]([N:6]1[C:14]2[N:13]3[N:15]=[C:16]([CH3:27])[C:17]([C:18]4[C:23]([CH3:24])=[CH:22][C:21]([CH3:25])=[CH:20][C:19]=4[CH3:26])=[C:12]3[N:11]=[C:10]([CH3:28])[C:9]=2[CH2:8][CH2:7]1)[CH2:4][CH3:5])[CH3:2].O, predict the reaction product. The product is: [CH2:1]([CH:3]([N:6]1[C:14]2[N:13]3[N:15]=[C:16]([CH3:27])[C:17]([C:18]4[C:23]([CH3:24])=[CH:22][C:21]([CH3:25])=[CH:20][C:19]=4[CH3:26])=[C:12]3[N:11]=[C:10]([CH3:28])[C:9]=2[CH:8]=[CH:7]1)[CH2:4][CH3:5])[CH3:2]. (5) Given the reactants [F:1][C:2]([F:6])([F:5])[CH2:3][OH:4].[Na].[NH2:8][C:9]1[C:17]2[C:12](=[N:13][C:14]([N:21]3[CH2:30][CH2:29][C:24]4([O:28][CH2:27][CH2:26][O:25]4)[CH2:23][CH2:22]3)=[CH:15][C:16]=2S(C)=O)[S:11][C:10]=1[C:31]([NH2:33])=[O:32], predict the reaction product. The product is: [NH2:8][C:9]1[C:17]2[C:12](=[N:13][C:14]([N:21]3[CH2:22][CH2:23][C:24]4([O:28][CH2:27][CH2:26][O:25]4)[CH2:29][CH2:30]3)=[CH:15][C:16]=2[O:4][CH2:3][C:2]([F:6])([F:5])[F:1])[S:11][C:10]=1[C:31]([NH2:33])=[O:32].